Dataset: Forward reaction prediction with 1.9M reactions from USPTO patents (1976-2016). Task: Predict the product of the given reaction. (1) Given the reactants CO[C:3]1[C:8]([O:9][CH3:10])=[CH:7][CH:6]=[CH:5][C:4]=1[C:11]1[NH:15][N:14]=[C:13]([O:16][CH2:17][C:18]2[CH:23]=[CH:22][CH:21]=[CH:20][C:19]=2[F:24])[CH:12]=1.[CH3:25][O:26]C1C=CC(OC)=CC=1C(O)=O, predict the reaction product. The product is: [CH3:25][O:26][C:5]1[CH:6]=[CH:7][C:8]([O:9][CH3:10])=[CH:3][C:4]=1[C:11]1[NH:15][N:14]=[C:13]([O:16][CH2:17][C:18]2[CH:23]=[CH:22][CH:21]=[CH:20][C:19]=2[F:24])[CH:12]=1. (2) The product is: [N:1]1([C:6]2[CH:7]=[C:8]([C:17]3[S:18][C:19]([C:23]([OH:25])=[O:24])=[C:20]([CH3:22])[N:21]=3)[CH:9]=[CH:10][C:11]=2[O:12][CH2:13][CH:14]([CH3:16])[CH3:15])[CH:5]=[CH:4][N:3]=[CH:2]1. Given the reactants [N:1]1([C:6]2[CH:7]=[C:8]([C:17]3[S:18][C:19]([C:23]([O-:25])=[O:24])=[C:20]([CH3:22])[N:21]=3)[CH:9]=[CH:10][C:11]=2[O:12][CH2:13][CH:14]([CH3:16])[CH3:15])[CH:5]=[CH:4][N:3]=[CH:2]1.O1CCCC1.CO.[OH-].[Na+].Cl, predict the reaction product.